From a dataset of Full USPTO retrosynthesis dataset with 1.9M reactions from patents (1976-2016). Predict the reactants needed to synthesize the given product. (1) Given the product [NH:63]([C:72]([O:74][CH2:75][CH:76]1[C:77]2[C:82](=[CH:81][CH:80]=[CH:79][CH:78]=2)[C:83]2[C:88]1=[CH:87][CH:86]=[CH:85][CH:84]=2)=[O:73])[C@H:64]([C:69]([OH:71])=[O:70])[CH2:65][CH:66]([CH3:68])[CH3:67].[CH3:91][C:90]([NH:101][CH2:102][CH:103]([OH:119])[CH2:104][O:105][C:106]1[C:111]2[C:112]3[C:117]([NH:118][C:110]=2[CH:109]=[CH:108][CH:107]=1)=[CH:116][CH:115]=[CH:114][CH:113]=3)([C:92]1[CH:97]=[CH:96][C:95]([N:98]=[N+:99]=[N-:100])=[CH:94][CH:93]=1)[CH3:89].[CH3:1][C:2]1[C@@H:19]([O:20][C:21]([C@H:23]([OH:40])[C@@H:24]([NH:31][C:32]([C:34]2[CH:39]=[CH:38][CH:37]=[CH:36][CH:35]=2)=[O:33])[C:25]2[CH:26]=[CH:27][CH:28]=[CH:29][CH:30]=2)=[O:22])[CH2:18][C@:14]2([OH:41])[C:15]([CH3:16])([CH3:17])[C:3]=1[C@@H:4]([O:59][C:60]([CH3:62])=[O:61])[C:5]([C@@:7]1([CH3:58])[C@H:12]([C@@H:13]2[O:42][C:43]([C:45]2[CH:50]=[CH:49][CH:48]=[CH:47][CH:46]=2)=[O:44])[C@:11]2([O:53][C:54]([CH3:56])=[O:55])[CH2:51][O:52][C@@H:10]2[CH2:9][C@@H:8]1[OH:57])=[O:6], predict the reactants needed to synthesize it. The reactants are: [CH3:1][C:2]1[C@@H:19]([O:20][C:21]([C@H:23]([OH:40])[C@@H:24]([NH:31][C:32]([C:34]2[CH:35]=[CH:36][CH:37]=[CH:38][CH:39]=2)=[O:33])[C:25]2[CH:26]=[CH:27][CH:28]=[CH:29][CH:30]=2)=[O:22])[CH2:18][C@:14]2([OH:41])[C:15]([CH3:17])([CH3:16])[C:3]=1[C@@H:4]([O:59][C:60]([CH3:62])=[O:61])[C:5]([C@@:7]1([CH3:58])[C@H:12]([C@@H:13]2[O:42][C:43]([C:45]2[CH:46]=[CH:47][CH:48]=[CH:49][CH:50]=2)=[O:44])[C@:11]2([O:53][C:54]([CH3:56])=[O:55])[CH2:51][O:52][C@@H:10]2[CH2:9][C@@H:8]1[OH:57])=[O:6].[NH:63]([C:72]([O:74][CH2:75][CH:76]1[C:88]2[C:83](=[CH:84][CH:85]=[CH:86][CH:87]=2)[C:82]2[C:77]1=[CH:78][CH:79]=[CH:80][CH:81]=2)=[O:73])[C@H:64]([C:69]([OH:71])=[O:70])[CH2:65][CH:66]([CH3:68])[CH3:67].[CH3:89][C:90]([NH:101][CH2:102][CH:103]([OH:119])[CH2:104][O:105][C:106]1[C:111]2[C:112]3[C:117]([NH:118][C:110]=2[CH:109]=[CH:108][CH:107]=1)=[CH:116][CH:115]=[CH:114][CH:113]=3)([C:92]1[CH:97]=[CH:96][C:95]([N:98]=[N+:99]=[N-:100])=[CH:94][CH:93]=1)[CH3:91]. (2) Given the product [CH2:1]([N:8]1[CH2:13][CH2:12][N:11]([C:14]2([CH2:15][O:16][CH3:17])[CH2:20][CH2:19]2)[CH2:10][CH2:9]1)[C:2]1[CH:7]=[CH:6][CH:5]=[CH:4][CH:3]=1.[CH2:1]([N:8]1[CH2:13][CH2:12][N:11]([C:14]([CH2:19][CH3:20])([CH2:15][O:16][CH3:17])[CH2:23][CH3:24])[CH2:10][CH2:9]1)[C:2]1[CH:7]=[CH:6][CH:5]=[CH:4][CH:3]=1, predict the reactants needed to synthesize it. The reactants are: [CH2:1]([N:8]1[CH2:13][CH2:12][N:11]([C:14](=O)[CH2:15][O:16][CH3:17])[CH2:10][CH2:9]1)[C:2]1[CH:7]=[CH:6][CH:5]=[CH:4][CH:3]=1.[CH2:19]([Mg]Br)[CH3:20].[CH2:23]1COC[CH2:24]1. (3) Given the product [CH3:15][S:16]([O:1][CH:2]1[CH2:3][CH2:4][N:5]([C:8]([O:10][C:11]([CH3:14])([CH3:13])[CH3:12])=[O:9])[CH2:6][CH2:7]1)(=[O:18])=[O:17], predict the reactants needed to synthesize it. The reactants are: [OH:1][CH:2]1[CH2:7][CH2:6][N:5]([C:8]([O:10][C:11]([CH3:14])([CH3:13])[CH3:12])=[O:9])[CH2:4][CH2:3]1.[CH3:15][S:16](Cl)(=[O:18])=[O:17]. (4) Given the product [Br:18][C:14]1[CH:13]=[C:12]2[C:11](=[CH:16][C:15]=1[CH3:17])[O:10][CH2:9][C:8]1[N:7]2[CH:5]([CH3:6])[C:4](=[O:3])[NH:22][N:23]=1, predict the reactants needed to synthesize it. The reactants are: C([O:3][C:4](=O)[CH:5]([N:7]1[C:12]2[CH:13]=[C:14]([Br:18])[C:15]([CH3:17])=[CH:16][C:11]=2[O:10][CH2:9][C:8]1=S)[CH3:6])C.O.[NH2:22][NH2:23].